Dataset: Full USPTO retrosynthesis dataset with 1.9M reactions from patents (1976-2016). Task: Predict the reactants needed to synthesize the given product. (1) Given the product [CH2:38]([C:15]1([CH2:47][CH:46]=[CH2:45])[C:14](=[O:17])[N:11]2[CH2:12][CH2:13][N:8]([C:6]([O:5][C:1]([CH3:4])([CH3:3])[CH3:2])=[O:7])[C@@H:9]([C:18]3[CH:23]=[CH:22][CH:21]=[C:20]([CH3:24])[C:19]=3[CH3:25])[CH:10]2[CH2:16]1)[CH:39]=[CH2:40], predict the reactants needed to synthesize it. The reactants are: [C:1]([O:5][C:6]([N:8]1[CH2:13][CH2:12][N:11]2[C:14](=[O:17])[CH2:15][CH2:16][C@H:10]2[C@@H:9]1[C:18]1[CH:23]=[CH:22][CH:21]=[C:20]([CH3:24])[C:19]=1[CH3:25])=[O:7])([CH3:4])([CH3:3])[CH3:2].[Li+].C[Si]([N-][Si](C)(C)C)(C)C.CN1C(=O)N(C)[CH2:40][CH2:39][CH2:38]1.[CH2:45](Br)[CH:46]=[CH2:47]. (2) Given the product [Br:11][C:12]1[N:16]([CH2:17][CH:18]=[C:19]([CH3:21])[CH3:20])[C:15]([C:22]([O:24][CH3:25])=[O:23])=[C:14]([CH:26]([OH:27])[CH2:4][N+:1]([O-:3])=[O:2])[N:13]=1, predict the reactants needed to synthesize it. The reactants are: [N+:1]([CH3:4])([O-:3])=[O:2].C(=O)([O-])[O-].[Cs+].[Cs+].[Br:11][C:12]1[N:16]([CH2:17][CH:18]=[C:19]([CH3:21])[CH3:20])[C:15]([C:22]([O:24][CH3:25])=[O:23])=[C:14]([CH:26]=[O:27])[N:13]=1.C(O)(=O)C. (3) Given the product [CH3:12][C:9]1[CH:8]=[C:4]([CH:3]=[C:2]([CH3:1])[C:10]=1[OH:11])[C:5]([NH:53][CH2:52][C:48]1[CH:49]=[CH:50][CH:51]=[C:46]([O:45][Si:44]([C:41]([CH3:43])([CH3:42])[CH3:40])([CH3:54])[CH3:55])[CH:47]=1)=[O:7], predict the reactants needed to synthesize it. The reactants are: [CH3:1][C:2]1[CH:3]=[C:4]([CH:8]=[C:9]([CH3:12])[C:10]=1[OH:11])[C:5]([OH:7])=O.F[P-](F)(F)(F)(F)F.N1(O[P+](N(C)C)(N(C)C)N(C)C)C2C=CC=CC=2N=N1.[CH3:40][C:41]([Si:44]([CH3:55])([CH3:54])[O:45][C:46]1[CH:47]=[C:48]([CH2:52][NH2:53])[CH:49]=[CH:50][CH:51]=1)([CH3:43])[CH3:42].C(N(C(C)C)CC)(C)C. (4) Given the product [Br:11][C:7]1[CH:6]=[C:5]2[C:4](=[C:9]([CH3:10])[CH:8]=1)[C:3](=[O:14])[N:27]([CH2:26][C:25]1[CH:28]=[CH:29][C:22]([O:15][C:16]3[CH:17]=[CH:18][CH:19]=[CH:20][CH:21]=3)=[CH:23][CH:24]=1)[CH2:12]2, predict the reactants needed to synthesize it. The reactants are: CO[C:3](=[O:14])[C:4]1[C:9]([CH3:10])=[CH:8][C:7]([Br:11])=[CH:6][C:5]=1[CH2:12]Br.[O:15]([C:22]1[CH:29]=[CH:28][C:25]([CH2:26][NH2:27])=[CH:24][CH:23]=1)[C:16]1[CH:21]=[CH:20][CH:19]=[CH:18][CH:17]=1.C([O-])([O-])=O.[K+].[K+]. (5) Given the product [CH2:25]([O:24][C:19]1[CH:20]=[C:21]2[C:16](=[CH:17][CH:18]=1)[CH:15]=[C:14]([CH:13]=[CH:12][C:11]([OH:32])=[O:10])[CH:23]=[CH:22]2)[C:26]1[CH:27]=[CH:28][CH:29]=[CH:30][CH:31]=1, predict the reactants needed to synthesize it. The reactants are: C(Br)C1C=CC=CC=1.C[O:10][C:11](=[O:32])[CH:12]=[CH:13][C:14]1[CH:23]=[CH:22][C:21]2[C:16](=[CH:17][CH:18]=[C:19]([O:24][CH2:25][C:26]3[CH:31]=[CH:30][CH:29]=[CH:28][CH:27]=3)[CH:20]=2)[CH:15]=1. (6) Given the product [CH2:62]([N:3]([CH2:1][CH3:2])[C:4]1[CH:5]=[CH:6][C:7]([NH:30][C:31](=[O:61])[C:32]2[CH:37]=[CH:36][CH:35]=[C:34]([CH2:38][CH2:39][CH2:40][O:41][CH2:42][CH2:43][O:44][CH2:45][CH2:46][O:47][CH2:48][CH2:49][O:50][CH2:51][CH2:52][C:53](=[O:60])[N:54]3[CH2:59][CH2:58][N:57]([S:71]([C:68]4[CH:69]=[CH:70][C:65]([CH3:64])=[CH:66][CH:67]=4)(=[O:73])=[O:72])[CH2:56][CH2:55]3)[CH:33]=2)=[C:8]([C:10]2[CH:11]=[C:12]([CH:27]=[CH:28][N:29]=2)[C:13]([NH:15][CH2:16][C:17]2[CH:22]=[CH:21][CH:20]=[C:19]([C:23]([F:26])([F:24])[F:25])[CH:18]=2)=[O:14])[CH:9]=1)[CH3:63], predict the reactants needed to synthesize it. The reactants are: [CH2:1]([N:3]([CH2:62][CH3:63])[C:4]1[CH:5]=[CH:6][C:7]([NH:30][C:31](=[O:61])[C:32]2[CH:37]=[CH:36][CH:35]=[C:34]([CH2:38][CH2:39][CH2:40][O:41][CH2:42][CH2:43][O:44][CH2:45][CH2:46][O:47][CH2:48][CH2:49][O:50][CH2:51][CH2:52][C:53](=[O:60])[N:54]3[CH2:59][CH2:58][NH:57][CH2:56][CH2:55]3)[CH:33]=2)=[C:8]([C:10]2[CH:11]=[C:12]([CH:27]=[CH:28][N:29]=2)[C:13]([NH:15][CH2:16][C:17]2[CH:22]=[CH:21][CH:20]=[C:19]([C:23]([F:26])([F:25])[F:24])[CH:18]=2)=[O:14])[CH:9]=1)[CH3:2].[CH3:64][C:65]1[CH:70]=[CH:69][C:68]([S:71](Cl)(=[O:73])=[O:72])=[CH:67][CH:66]=1.S(Cl)(Cl)(=O)=O. (7) Given the product [NH2:27][S:24]([NH:23][CH2:22][CH2:21][NH:20][C:16]1[C:15]([C:10](=[N:11][OH:12])[NH:9][C:4]2[CH:5]=[CH:6][C:7]([F:8])=[C:2]([Br:1])[CH:3]=2)=[N:19][O:18][N:17]=1)(=[O:25])=[O:26], predict the reactants needed to synthesize it. The reactants are: [Br:1][C:2]1[CH:3]=[C:4]([N:9]2C(=O)[O:12][N:11]=[C:10]2[C:15]2[C:16]([NH:20][CH2:21][CH2:22][NH:23][S:24]([NH2:27])(=[O:26])=[O:25])=[N:17][O:18][N:19]=2)[CH:5]=[CH:6][C:7]=1[F:8].C1COCC1.[OH-].[Na+].P(=O)(O)(O)O. (8) Given the product [N:1]1([CH:2]2[CH:7]3[CH:3]2[CH2:4][N:5]([C:8]([O:10][C:11]([CH3:14])([CH3:13])[CH3:12])=[O:9])[CH2:6]3)[CH:15]=[N:27][N:26]=[N:25]1, predict the reactants needed to synthesize it. The reactants are: [NH2:1][CH:2]1[CH:7]2[CH:3]1[CH2:4][N:5]([C:8]([O:10][C:11]([CH3:14])([CH3:13])[CH3:12])=[O:9])[CH2:6]2.[CH2:15](OC(OCC)OCC)C.[N-:25]=[N+:26]=[N-:27].[Na+].